Dataset: Human liver microsome stability data. Task: Regression/Classification. Given a drug SMILES string, predict its absorption, distribution, metabolism, or excretion properties. Task type varies by dataset: regression for continuous measurements (e.g., permeability, clearance, half-life) or binary classification for categorical outcomes (e.g., BBB penetration, CYP inhibition). Dataset: hlm. (1) The compound is COc1nc(NCCCN(C)C)c2sc(-c3ccc(C(F)(F)F)cc3)cc2n1. The result is 0 (unstable in human liver microsomes). (2) The compound is CCC(CC)c1nn(CCO)c2c1N=C(c1ccc(-n3ccnc3C)cc1)CNC2=O. The result is 1 (stable in human liver microsomes). (3) The molecule is NC(=O)c1cccc([C@H]2C[C@H]3CC[C@@H](C2)N3CCN(Cc2ccccc2)C(=O)CO)c1. The result is 0 (unstable in human liver microsomes). (4) The molecule is CC(=O)c1cc(C(=O)NOCCO)c(Nc2ccc(I)cc2F)n1C. The result is 0 (unstable in human liver microsomes). (5) The compound is Cc1c[nH]c2ncnc(-c3ccc(NC(=O)Nc4cccc(C(=O)NC(C)C)c4)c(F)c3)c12. The result is 1 (stable in human liver microsomes). (6) The result is 0 (unstable in human liver microsomes). The compound is CC(C)[C@]1(C(=O)N2C[C@@H]3C[C@H]2CN3C(=O)C2CCCC2)CC[C@@H](NC2CCOCC2F)C1.